From a dataset of NCI-60 drug combinations with 297,098 pairs across 59 cell lines. Regression. Given two drug SMILES strings and cell line genomic features, predict the synergy score measuring deviation from expected non-interaction effect. (1) Drug 1: CC=C1C(=O)NC(C(=O)OC2CC(=O)NC(C(=O)NC(CSSCCC=C2)C(=O)N1)C(C)C)C(C)C. Drug 2: CNC(=O)C1=NC=CC(=C1)OC2=CC=C(C=C2)NC(=O)NC3=CC(=C(C=C3)Cl)C(F)(F)F. Cell line: 786-0. Synergy scores: CSS=17.4, Synergy_ZIP=-0.332, Synergy_Bliss=2.42, Synergy_Loewe=-89.0, Synergy_HSA=0.600. (2) Drug 1: C1=NNC2=C1C(=O)NC=N2. Drug 2: C1C(C(OC1N2C=NC(=NC2=O)N)CO)O. Cell line: NCI-H522. Synergy scores: CSS=14.7, Synergy_ZIP=-1.98, Synergy_Bliss=-1.10, Synergy_Loewe=-9.92, Synergy_HSA=1.16.